Dataset: Reaction yield outcomes from USPTO patents with 853,638 reactions. Task: Predict the reaction yield, written as a fraction of the theoretical maximum amount of product (1.0 means a 100% yield; for example, 0.34 means a 34% yield). (1) The reactants are Br[C:2]1[CH:12]=[N:11][C:5]2[NH:6][CH2:7][CH2:8][CH2:9][NH:10][C:4]=2[CH:3]=1.[CH3:13][N:14]([CH2:19][C:20]1[O:21][C:22]2[CH:29]=[CH:28][CH:27]=[CH:26][C:23]=2[C:24]=1[CH3:25])[C:15](=[O:18])[CH:16]=[CH2:17].C(N(C(C)C)C(C)C)C.CC1C=CC=CC=1P(C1C=CC=CC=1C)C1C=CC=CC=1C. The catalyst is CN(C=O)C.CC([O-])=O.CC([O-])=O.[Pd+2]. The product is [CH3:13][N:14]([CH2:19][C:20]1[O:21][C:22]2[CH:29]=[CH:28][CH:27]=[CH:26][C:23]=2[C:24]=1[CH3:25])[C:15](=[O:18])/[CH:16]=[CH:17]/[C:2]1[CH:12]=[N:11][C:5]2[NH:6][CH2:7][CH2:8][CH2:9][NH:10][C:4]=2[CH:3]=1. The yield is 0.450. (2) The reactants are C(OC(OCC)C(=O)CC1C=CC(C)=CC=1)C.[CH:18]1[CH:23]=[CH:22][C:21]([CH2:24][C:25]2[NH:34][C:33]([C:35]3[CH:40]=[CH:39][C:38]([OH:41])=[CH:37][CH:36]=3)=[CH:32][N:31]3[C:26]=2[N:27]=[C:28]([CH2:42][C:43]2[CH:48]=[CH:47][C:46]([OH:49])=[CH:45][CH:44]=2)[C:29]3=[O:30])=[CH:20][CH:19]=1.Cl. The catalyst is O1CCOCC1.O. The product is [CH:18]1[CH:23]=[CH:22][C:21]([CH2:24][C:25]2[C:26]3[N:31]([CH:32]=[C:33]([C:35]4[CH:36]=[CH:37][C:38]([OH:41])=[CH:39][CH:40]=4)[N:34]=2)[C:29]([OH:30])=[C:28]([CH2:42][C:43]2[CH:48]=[CH:47][C:46]([OH:49])=[CH:45][CH:44]=2)[N:27]=3)=[CH:20][CH:19]=1. The yield is 0.604. (3) The yield is 0.990. The reactants are Br[C:2]1[C:10]2[O:9][C@@H:8]([CH2:11][Br:12])[CH2:7][C:6]=2[CH:5]=[C:4]([F:13])[CH:3]=1.[Cl:14][C:15]1[CH:20]=[CH:19][CH:18]=[CH:17][C:16]=1B(O)O.CC1C=CC(S(OCC2CC3C(C4C=CC=CC=4)=CC=CC=3O2)(=O)=O)=CC=1. No catalyst specified. The product is [Br:12][CH2:11][C@H:8]1[CH2:7][C:6]2[CH:5]=[C:4]([F:13])[CH:3]=[C:2]([C:16]3[CH:17]=[CH:18][CH:19]=[CH:20][C:15]=3[Cl:14])[C:10]=2[O:9]1. (4) The product is [C:10]1([C:9]([C:16]2[CH:21]=[CH:20][CH:19]=[CH:18][CH:17]=2)=[N:22][NH:23][C:2]2[CH:3]=[CH:4][C:5](=[O:8])[NH:6][CH:7]=2)[CH:11]=[CH:12][CH:13]=[CH:14][CH:15]=1. The catalyst is C1(C)C=CC=CC=1. The reactants are Br[C:2]1[CH:3]=[CH:4][C:5](=[O:8])[NH:6][CH:7]=1.[C:9](=[N:22][NH2:23])([C:16]1[CH:21]=[CH:20][CH:19]=[CH:18][CH:17]=1)[C:10]1[CH:15]=[CH:14][CH:13]=[CH:12][CH:11]=1.C1(P(C2C=CC=CC=2)C2C3OC4C(=CC=CC=4P(C4C=CC=CC=4)C4C=CC=CC=4)C(C)(C)C=3C=CC=2)C=CC=CC=1.CC(C)([O-])C.[Na+]. The yield is 0.290. (5) The reactants are [CH:1]1([NH:6][C:7]2[N:12]3[N:13]=[C:14]([C:19]4[CH:24]=[CH:23][C:22]([F:25])=[CH:21][CH:20]=4)[C:15]([C:16](=[O:18])[CH3:17])=[C:11]3[CH:10]=[CH:9][CH:8]=2)[CH2:5][CH2:4][CH2:3][CH2:2]1.C(OC(=O)C)C.O.CO[CH:35](OC)[N:36]([CH3:38])[CH3:37]. No catalyst specified. The product is [CH:1]1([NH:6][C:7]2[N:12]3[N:13]=[C:14]([C:19]4[CH:20]=[CH:21][C:22]([F:25])=[CH:23][CH:24]=4)[C:15]([C:16](=[O:18])/[CH:17]=[CH:35]/[N:36]([CH3:38])[CH3:37])=[C:11]3[CH:10]=[CH:9][CH:8]=2)[CH2:2][CH2:3][CH2:4][CH2:5]1. The yield is 0.990. (6) The reactants are [Br:1][CH2:2][CH2:3][CH2:4][CH2:5][CH2:6][CH2:7][CH2:8][CH2:9][CH2:10][CH2:11][CH2:12][OH:13].[N+:14]([C:17]1[CH:18]=[C:19]([CH:23]=[C:24]([N+:26]([O-:28])=[O:27])[CH:25]=1)[C:20](Cl)=[O:21])([O-:16])=[O:15].N1C=CC=CC=1. The catalyst is CN(C)C1C=CN=CC=1.ClCCl. The product is [N+:14]([C:17]1[CH:18]=[C:19]([CH:23]=[C:24]([N+:26]([O-:28])=[O:27])[CH:25]=1)[C:20]([O:13][CH2:12][CH2:11][CH2:10][CH2:9][CH2:8][CH2:7][CH2:6][CH2:5][CH2:4][CH2:3][CH2:2][Br:1])=[O:21])([O-:16])=[O:15]. The yield is 0.900. (7) The reactants are C(N(C(C)C)C(C)C)C.Br[C:11]([F:23])([CH:17]1[CH2:21][CH2:20][C:19](=[O:22])[CH2:18]1)[C:12]([O:14][CH2:15][CH3:16])=[O:13].Cl.O. The catalyst is CN(C=O)C.CCOC(C)=O. The product is [F:23][C:11]1([C:12]([O:14][CH2:15][CH3:16])=[O:13])[CH:18]2[CH:17]1[CH2:21][CH2:20][C:19]2=[O:22]. The yield is 0.840. (8) The reactants are Cl[C:2]1[CH:7]=[C:6]([Cl:8])[N:5]=[N:4][C:3]=1[C:9]([O:11][CH2:12][CH3:13])=[O:10].[C:14]([C:18]1[N:23]=[C:22]([NH2:24])[CH:21]=[CH:20][CH:19]=1)([CH3:17])([CH3:16])[CH3:15]. The catalyst is C(#N)C. The product is [C:14]([C:18]1[N:23]=[C:22]([NH:24][C:2]2[CH:7]=[C:6]([Cl:8])[N:5]=[N:4][C:3]=2[C:9]([O:11][CH2:12][CH3:13])=[O:10])[CH:21]=[CH:20][CH:19]=1)([CH3:17])([CH3:15])[CH3:16]. The yield is 0.490. (9) The reactants are [F:1][C:2]1[CH:3]=[CH:4][CH:5]=[C:6]2[C:11]=1[N:10]=[C:9]([C:12]([O:14][CH2:15][CH3:16])=[O:13])[N:8]=[C:7]2O.O=P(Cl)(Cl)[Cl:20]. No catalyst specified. The product is [Cl:20][C:7]1[C:6]2[C:11](=[C:2]([F:1])[CH:3]=[CH:4][CH:5]=2)[N:10]=[C:9]([C:12]([O:14][CH2:15][CH3:16])=[O:13])[N:8]=1. The yield is 0.650. (10) The reactants are CC1(C)[O:6][C@@H:5]([CH2:7][O:8][NH:9][C:10]([C:12]2[CH:20]=[CH:19][C:15]3[CH:16]=[N:17][S:18][C:14]=3[C:13]=2[NH:21][C:22]2[CH:27]=[CH:26][C:25]([S:28][CH3:29])=[CH:24][C:23]=2[F:30])=[O:11])[CH2:4][O:3]1.Cl. The catalyst is CO. The product is [OH:6][C@H:5]([CH2:4][OH:3])[CH2:7][O:8][NH:9][C:10]([C:12]1[CH:20]=[CH:19][C:15]2[CH:16]=[N:17][S:18][C:14]=2[C:13]=1[NH:21][C:22]1[CH:27]=[CH:26][C:25]([S:28][CH3:29])=[CH:24][C:23]=1[F:30])=[O:11]. The yield is 0.260.